From a dataset of Catalyst prediction with 721,799 reactions and 888 catalyst types from USPTO. Predict which catalyst facilitates the given reaction. (1) Reactant: [Cl:1][C:2]1[CH:7]=[CH:6][C:5]([CH:8]([C:26]2[CH:31]=[CH:30][C:29]([Cl:32])=[CH:28][CH:27]=2)[C:9]2[CH:10]=[C:11]3[C:16](=[CH:17][CH:18]=2)[NH:15][C:14](=[O:19])[CH:13]=[C:12]3[C:20]2[CH2:21][CH2:22][NH:23][CH2:24][CH:25]=2)=[CH:4][CH:3]=1.[F:33][C:34]([F:45])([F:44])[C:35](O[C:35](=[O:36])[C:34]([F:45])([F:44])[F:33])=[O:36].C([O-])(O)=O.[Na+]. Product: [Cl:32][C:29]1[CH:28]=[CH:27][C:26]([CH:8]([C:5]2[CH:6]=[CH:7][C:2]([Cl:1])=[CH:3][CH:4]=2)[C:9]2[CH:10]=[C:11]3[C:16](=[CH:17][CH:18]=2)[NH:15][C:14](=[O:19])[CH:13]=[C:12]3[C:20]2[CH2:21][CH2:22][N:23]([C:35](=[O:36])[C:34]([F:45])([F:44])[F:33])[CH2:24][CH:25]=2)=[CH:31][CH:30]=1. The catalyst class is: 2. (2) Reactant: [CH3:1][N:2]([CH:28]([CH3:30])[CH3:29])[C:3]1[C:4]([C:17]2[O:18][CH:19]=[CH:20][C:21]=2[C:22]2[CH:27]=[CH:26][CH:25]=[CH:24][CH:23]=2)=[N:5][C:6]2[C:11]([N:12]=1)=[CH:10][C:9]([C:13]([O:15]C)=[O:14])=[CH:8][CH:7]=2.[OH-].[Na+]. Product: [CH3:1][N:2]([CH:28]([CH3:30])[CH3:29])[C:3]1[C:4]([C:17]2[O:18][CH:19]=[CH:20][C:21]=2[C:22]2[CH:27]=[CH:26][CH:25]=[CH:24][CH:23]=2)=[N:5][C:6]2[C:11]([N:12]=1)=[CH:10][C:9]([C:13]([OH:15])=[O:14])=[CH:8][CH:7]=2. The catalyst class is: 24. (3) Reactant: [OH-].[Na+].C([O:5][C:6]([C:8]1[CH:9]=[CH:10][CH:11]=[C:12]2[C:21]3[C:16](=[N:17][CH:18]=[CH:19][C:20]=3[NH:22][C:23]3[CH:28]=[CH:27][C:26]([NH:29][C:30](=[O:37])[C:31]4[CH:36]=[CH:35][CH:34]=[CH:33][CH:32]=4)=[CH:25][CH:24]=3)[NH:15][C:14](=[O:38])[C:13]=12)=[O:7])C. Product: [C:30]([NH:29][C:26]1[CH:25]=[CH:24][C:23]([NH:22][C:20]2[CH:19]=[CH:18][N:17]=[C:16]3[C:21]=2[C:12]2[C:13](=[C:8]([C:6]([OH:7])=[O:5])[CH:9]=[CH:10][CH:11]=2)[C:14](=[O:38])[NH:15]3)=[CH:28][CH:27]=1)(=[O:37])[C:31]1[CH:32]=[CH:33][CH:34]=[CH:35][CH:36]=1. The catalyst class is: 1. (4) Reactant: [CH3:1][C:2]1([CH3:10])[O:9][C:7](=[O:8])[CH2:6][C:4](=[O:5])[O:3]1.C(N(CC)CC)C.[C:18](Cl)(=[O:28])[CH2:19][CH2:20][CH2:21][CH2:22][CH2:23][CH2:24][CH2:25][CH2:26][CH3:27]. Product: [C:18]([CH:6]1[C:7](=[O:8])[O:9][C:2]([CH3:10])([CH3:1])[O:3][C:4]1=[O:5])(=[O:28])[CH2:19][CH2:20][CH2:21][CH2:22][CH2:23][CH2:24][CH2:25][CH2:26][CH3:27]. The catalyst class is: 4. (5) Reactant: [CH3:1][O:2][C:3]1[CH:4]=[C:5]2[C:10](=[CH:11][C:12]=1[O:13][CH3:14])[N:9]=[CH:8][CH:7]=[C:6]2[O:15][C:16]1[C:22]([CH3:23])=[CH:21][C:19]([NH2:20])=[C:18]([CH3:24])[CH:17]=1.Cl[C:26](Cl)([O:28][C:29](=[O:35])OC(Cl)(Cl)Cl)Cl.[CH2:37]([N:39]([CH2:44][CH3:45])[CH2:40][CH2:41]CO)[CH3:38].C(=O)(O)[O-].[Na+]. Product: [CH3:1][O:2][C:3]1[CH:4]=[C:5]2[C:10](=[CH:11][C:12]=1[O:13][CH3:14])[N:9]=[CH:8][CH:7]=[C:6]2[O:15][C:16]1[C:22]([CH3:23])=[CH:21][C:19]([NH:20][C:29](=[O:35])[O:28][CH2:26][CH2:38][CH2:37][N:39]([CH2:44][CH3:45])[CH2:40][CH3:41])=[C:18]([CH3:24])[CH:17]=1. The catalyst class is: 208. (6) Reactant: ClCCl.[C:4]1([CH2:22][OH:23])[S:5][CH:6]=[C:7]2[C:13]=1[C:12]1[CH:14]=[CH:15][CH:16]=[CH:17][C:11]=1[S:10][C:9]1[CH:18]=[CH:19][CH:20]=[CH:21][C:8]2=1. Product: [C:4]1([CH:22]=[O:23])[S:5][CH:6]=[C:7]2[C:13]=1[C:12]1[CH:14]=[CH:15][CH:16]=[CH:17][C:11]=1[S:10][C:9]1[CH:18]=[CH:19][CH:20]=[CH:21][C:8]2=1. The catalyst class is: 27. (7) Reactant: [CH3:1][O:2][C:3](=[O:23])[CH:4]([NH:15][CH2:16][C:17]1[CH:22]=[CH:21][CH:20]=[CH:19][CH:18]=1)[CH2:5][C:6]1[CH:11]=[CH:10][C:9]([N+:12]([O-:14])=[O:13])=[CH:8][CH:7]=1.C(N(CC)CC)C.[C:31](O[C:31]([O:33][C:34]([CH3:37])([CH3:36])[CH3:35])=[O:32])([O:33][C:34]([CH3:37])([CH3:36])[CH3:35])=[O:32]. Product: [CH3:1][O:2][C:3](=[O:23])[C@@H:4]([N:15]([CH2:16][C:17]1[CH:18]=[CH:19][CH:20]=[CH:21][CH:22]=1)[C:31]([O:33][C:34]([CH3:37])([CH3:36])[CH3:35])=[O:32])[CH2:5][C:6]1[CH:7]=[CH:8][C:9]([N+:12]([O-:14])=[O:13])=[CH:10][CH:11]=1. The catalyst class is: 2.